From a dataset of Peptide-MHC class I binding affinity with 185,985 pairs from IEDB/IMGT. Regression. Given a peptide amino acid sequence and an MHC pseudo amino acid sequence, predict their binding affinity value. This is MHC class I binding data. The peptide sequence is ALADQAEAV. The MHC is HLA-A02:01 with pseudo-sequence HLA-A02:01. The binding affinity (normalized) is 0.699.